Dataset: Rat liver microsome stability data. Task: Regression/Classification. Given a drug SMILES string, predict its absorption, distribution, metabolism, or excretion properties. Task type varies by dataset: regression for continuous measurements (e.g., permeability, clearance, half-life) or binary classification for categorical outcomes (e.g., BBB penetration, CYP inhibition). Dataset: rlm. (1) The compound is Cc1ccc(NC(=O)c2ccc(CN3CCN(C)CC3)cc2)cc1Nc1nccc(-c2cccnc2)n1. The result is 1 (stable in rat liver microsomes). (2) The molecule is CNc1nc(NCc2ccc(NC(=O)c3ccc(F)cc3)cc2)c2c(C)cccc2n1. The result is 1 (stable in rat liver microsomes). (3) The compound is Cc1ccc(-c2c(C)noc2C)cc1S(=O)(=O)NC1CCCC1. The result is 1 (stable in rat liver microsomes). (4) The drug is COc1ccc(-c2nc3sc(CCNC(=O)C(C)(C)C)c(C)n3n2)cc1. The result is 1 (stable in rat liver microsomes). (5) The molecule is CNC[C@@H](O)CCN1c2ccccc2N(c2ccc(F)cc2F)S1(=O)=O. The result is 1 (stable in rat liver microsomes).